Dataset: Full USPTO retrosynthesis dataset with 1.9M reactions from patents (1976-2016). Task: Predict the reactants needed to synthesize the given product. (1) Given the product [CH2:1]=[CH:2][CH2:3][CH2:4][CH2:5][CH2:6][CH2:7][CH3:8].[CH2:1]=[CH:2][CH3:3], predict the reactants needed to synthesize it. The reactants are: [CH3:1][CH:2]=[CH:3][CH2:4][CH2:5][CH2:6][CH2:7][CH2:8]C.C=C. (2) Given the product [CH3:38][C:28]1[CH:33]=[CH:32][C:31]([S:34]([O:1][CH2:2][C@@H:3]2[CH2:7][CH2:6][CH2:5][N:4]2[C:8]([O:10][C:11]([CH3:14])([CH3:13])[CH3:12])=[O:9])(=[O:36])=[O:35])=[CH:30][CH:29]=1, predict the reactants needed to synthesize it. The reactants are: [OH:1][CH2:2][C@@H:3]1[CH2:7][CH2:6][CH2:5][N:4]1[C:8]([O:10][C:11]([CH3:14])([CH3:13])[CH3:12])=[O:9].C(N(CC)CC)C.CN1C=CN=C1.[C:28]1([CH3:38])[CH:33]=[CH:32][C:31]([S:34](Cl)(=[O:36])=[O:35])=[CH:30][CH:29]=1. (3) Given the product [N:1]1[C:10]2[C:5](=[CH:6][CH:7]=[C:8]([O:11][C:12]3[N:17]=[CH:16][N:15]=[C:14]([C:18]4[CH:23]=[CH:22][C:21]([C:24]([F:25])([F:27])[F:26])=[CH:20][C:19]=4[NH:28][C:29](=[O:31])[CH3:30])[CH:13]=3)[CH:9]=2)[CH:4]=[CH:3][CH:2]=1, predict the reactants needed to synthesize it. The reactants are: [N:1]1[C:10]2[C:5](=[CH:6][CH:7]=[C:8]([O:11][C:12]3[N:17]=[CH:16][N:15]=[C:14]([C:18]4[CH:23]=[CH:22][C:21]([C:24]([F:27])([F:26])[F:25])=[CH:20][C:19]=4[NH2:28])[CH:13]=3)[CH:9]=2)[CH:4]=[CH:3][CH:2]=1.[C:29](OC(=O)C)(=[O:31])[CH3:30].C([O-])(O)=O.[Na+].O. (4) Given the product [NH:36]1[CH:40]=[C:39]([CH2:41][CH2:42][NH:43][C:50](=[O:51])[C:49]2[CH:53]=[C:45]([CH3:44])[CH:46]=[CH:47][C:48]=2[N:54]2[N:58]=[CH:57][CH:56]=[N:55]2)[N:38]=[CH:37]1, predict the reactants needed to synthesize it. The reactants are: CCN(C(C)C)C(C)C.CN(C(ON1N=NC2C=CC=NC1=2)=[N+](C)C)C.F[P-](F)(F)(F)(F)F.Cl.Cl.[NH:36]1[CH:40]=[C:39]([CH2:41][CH2:42][NH2:43])[N:38]=[CH:37]1.[CH3:44][C:45]1[CH:46]=[CH:47][C:48]([N:54]2[N:58]=[CH:57][CH:56]=[N:55]2)=[C:49]([CH:53]=1)[C:50](O)=[O:51]. (5) Given the product [Cl:23][C:20]1[CH:21]=[CH:22][C:17]([C:9]2[C:10]3[C:11](=[N:12][CH:13]=[N:14][C:15]=3[NH2:16])[N:7]([CH:5]3[CH2:4][N:3]([CH:25]([CH3:27])[CH3:24])[CH2:6]3)[N:8]=2)=[CH:18][CH:19]=1, predict the reactants needed to synthesize it. The reactants are: Cl.Cl.[NH:3]1[CH2:6][CH:5]([N:7]2[C:11]3=[N:12][CH:13]=[N:14][C:15]([NH2:16])=[C:10]3[C:9]([C:17]3[CH:22]=[CH:21][C:20]([Cl:23])=[CH:19][CH:18]=3)=[N:8]2)[CH2:4]1.[CH3:24][C:25]([CH3:27])=O.[BH-](OC(C)=O)(OC(C)=O)OC(C)=O.[Na+].C(O)(=O)C. (6) Given the product [C:21]([O:20][C:18]([O:5][CH:4]([C:3]1[CH:6]=[C:7]([F:10])[CH:8]=[CH:9][C:2]=1[F:1])[C:15]1[N:16]([CH3:17])[C:12]([Cl:11])=[CH:13][N:14]=1)=[O:19])([CH3:24])([CH3:23])[CH3:22], predict the reactants needed to synthesize it. The reactants are: [F:1][C:2]1[CH:9]=[CH:8][C:7]([F:10])=[CH:6][C:3]=1[CH:4]=[O:5].[Cl:11][C:12]1[N:16]([CH3:17])[CH:15]=[N:14][CH:13]=1.[C:18](O[C:18]([O:20][C:21]([CH3:24])([CH3:23])[CH3:22])=[O:19])([O:20][C:21]([CH3:24])([CH3:23])[CH3:22])=[O:19]. (7) Given the product [F:18][C:16]1[CH:17]=[C:9]([OH:8])[C:10]2[CH:11]=[N:12][N:13]([CH2:19][O:20][CH2:21][CH2:22][Si:23]([CH3:25])([CH3:24])[CH3:26])[C:14]=2[CH:15]=1, predict the reactants needed to synthesize it. The reactants are: [Si]([O:8][C:9]1[CH:17]=[C:16]([F:18])[CH:15]=[C:14]2[C:10]=1[CH:11]=[N:12][N:13]2[CH2:19][O:20][CH2:21][CH2:22][Si:23]([CH3:26])([CH3:25])[CH3:24])(C(C)(C)C)(C)C.[F-].C([N+](CCCC)(CCCC)CCCC)CCC. (8) The reactants are: [NH2:1][C:2]1[CH:6]=[CH:5][NH:4][N:3]=1.[F:7][C:8]1[C:16]2[N:15]=[C:14]([S:17][C:18]3[O:22][C:21]([CH:23]=O)=[CH:20][CH:19]=3)[NH:13][C:12]=2[CH:11]=[C:10]([F:25])[CH:9]=1.[C:26]1(=O)[CH2:31][CH2:30][CH2:29][C:28](=[O:32])[CH2:27]1. Given the product [F:25][C:10]1[CH:9]=[C:8]([F:7])[C:16]2[NH:15][C:14]([S:17][C:18]3[O:22][C:21]([CH:23]4[C:27]5[C:28](=[O:32])[CH2:29][CH2:30][CH2:31][C:26]=5[NH:1][C:2]5=[N:3][NH:4][CH:5]=[C:6]45)=[CH:20][CH:19]=3)=[N:13][C:12]=2[CH:11]=1, predict the reactants needed to synthesize it. (9) Given the product [CH3:22][O:24][CH:6]([CH2:5][CH2:4][CH2:3][CH2:2][CH3:1])[CH2:7][C:8](=[O:9])[CH2:10][CH2:11][C:12]1[CH:17]=[CH:16][C:15]([OH:18])=[C:14]([O:19][CH3:20])[CH:13]=1, predict the reactants needed to synthesize it. The reactants are: [CH3:1][CH2:2][CH2:3][CH2:4][CH2:5]/[CH:6]=[CH:7]/[C:8]([CH2:10][CH2:11][C:12]1[CH:17]=[CH:16][C:15]([OH:18])=[C:14]([O:19][CH3:20])[CH:13]=1)=[O:9].[Na].[C:22](O)(=[O:24])C.